Dataset: Catalyst prediction with 721,799 reactions and 888 catalyst types from USPTO. Task: Predict which catalyst facilitates the given reaction. (1) Reactant: [C:1]([C:4]1[CH:13]=[CH:12][C:11]2[C:6](=[CH:7][C:8]([C:14](=O)[CH3:15])=[CH:9][CH:10]=2)[CH:5]=1)(=O)[CH3:2].[NH2:17][C:18]1[C:19]([CH:28]=O)=[CH:20][CH:21]=[C:22]2[C:27]=1[N:26]=[CH:25][CH:24]=[CH:23]2.[OH-].[K+]. Product: [N:17]1[C:18]2[C:19](=[CH:20][CH:21]=[C:22]3[C:27]=2[N:26]=[CH:25][CH:24]=[CH:23]3)[CH:28]=[CH:2][C:1]=1[C:4]1[CH:13]=[CH:12][C:11]2[C:6](=[CH:7][C:8]([C:14]3[CH:15]=[CH:28][C:19]4[C:18](=[C:27]5[C:22](=[CH:21][CH:20]=4)[CH:23]=[CH:24][CH:25]=[N:26]5)[N:17]=3)=[CH:9][CH:10]=2)[CH:5]=1. The catalyst class is: 8. (2) Reactant: [Cl:1][C:2]1[CH:7]=[C:6]([N:8]=[C:9]=[S:10])[CH:5]=[C:4]([C:11]([F:14])([F:13])[F:12])[C:3]=1[C:15]1[CH:20]=[CH:19][C:18]([C@H:21]([NH:23][S:24]([CH3:27])(=[O:26])=[O:25])[CH3:22])=[CH:17][CH:16]=1.[N:28]#[C:29][NH2:30].[Na].[CH3:32]I. Product: [Cl:1][C:2]1[CH:7]=[C:6]([N:8]([NH:28][C:29]#[N:30])[CH2:9][S:10][CH3:32])[CH:5]=[C:4]([C:11]([F:13])([F:14])[F:12])[C:3]=1[C:15]1[CH:16]=[CH:17][C:18]([C@H:21]([NH:23][S:24]([CH3:27])(=[O:25])=[O:26])[CH3:22])=[CH:19][CH:20]=1. The catalyst class is: 5. (3) Reactant: [CH3:1][C:2]1[N:7]=[C:6]([CH3:8])[C:5]([O:9][CH2:10][C@@:11]2([C:17]3[CH:22]=[CH:21][CH:20]=[C:19]([F:23])[CH:18]=3)[CH2:13][C@H:12]2[C:14]([OH:16])=O)=[CH:4][N:3]=1.[NH2:24][C:25]1[CH:30]=[CH:29][C:28]([F:31])=[CH:27][N:26]=1.C(N(CC)C(C)C)(C)C.CCOC(C)=O.CCCCCCC. Product: [CH3:1][C:2]1[N:7]=[C:6]([CH3:8])[C:5]([O:9][CH2:10][C@@:11]2([C:17]3[CH:22]=[CH:21][CH:20]=[C:19]([F:23])[CH:18]=3)[CH2:13][C@H:12]2[C:14]([NH:24][C:25]2[CH:30]=[CH:29][C:28]([F:31])=[CH:27][N:26]=2)=[O:16])=[CH:4][N:3]=1. The catalyst class is: 13. (4) Reactant: [F:1][C:2]1[CH:7]=[CH:6][C:5]([CH:8]2[NH:12][CH:11]([C:13]([O:15][CH3:16])=[O:14])[CH2:10][CH2:9]2)=[CH:4][CH:3]=1.C(N(CC)CC)C.[C:24]1([CH3:34])[CH:29]=[CH:28][C:27]([S:30](Cl)(=[O:32])=[O:31])=[CH:26][CH:25]=1. Product: [CH3:16][O:15][C:13]([CH:11]1[CH2:10][CH2:9][CH:8]([C:5]2[CH:4]=[CH:3][C:2]([F:1])=[CH:7][CH:6]=2)[N:12]1[S:30]([C:27]1[CH:28]=[CH:29][C:24]([CH3:34])=[CH:25][CH:26]=1)(=[O:32])=[O:31])=[O:14]. The catalyst class is: 4. (5) Reactant: [CH2:1]([C:3]([CH2:8][CH3:9])([CH2:6][OH:7])[CH2:4][OH:5])[CH3:2].[S:10](Cl)(Cl)=[O:11].O. Product: [CH2:1]([C:3]1([CH2:8][CH3:9])[CH2:6][O:7][S:10](=[O:11])[O:5][CH2:4]1)[CH3:2]. The catalyst class is: 27. (6) Reactant: CO[C:3]1[CH:4]=[CH:5][CH:6]=[C:7]2[C:11]=1[NH:10][C:9](=[O:12])[C:8]2=[O:13].[H-].[Na+].IC. Product: [NH:10]1[C:11]2[C:7](=[CH:6][CH:5]=[CH:4][CH:3]=2)[C:8](=[O:13])[C:9]1=[O:12]. The catalyst class is: 9. (7) Reactant: [Cl:1][C:2]1[CH:7]=[C:6]2[NH:8][C:9](=[O:33])[C:10]3([CH:15]([C:16]4[CH:21]=[CH:20][CH:19]=[C:18]([Cl:22])[CH:17]=4)[CH2:14][CH2:13][NH:12][CH:11]3[C:23]3[C:32]4[C:27](=[CH:28][CH:29]=[CH:30][CH:31]=4)[CH:26]=[CH:25][CH:24]=3)[C:5]2=[CH:4][CH:3]=1.[N:34]1([C:40](Cl)=[O:41])[CH2:39][CH2:38][O:37][CH2:36][CH2:35]1.C(N(CC)CC)C. Product: [Cl:1][C:2]1[CH:7]=[C:6]2[NH:8][C:9](=[O:33])[C:10]3([CH:15]([C:16]4[CH:21]=[CH:20][CH:19]=[C:18]([Cl:22])[CH:17]=4)[CH2:14][CH2:13][N:12]([C:40]([N:34]4[CH2:39][CH2:38][O:37][CH2:36][CH2:35]4)=[O:41])[CH:11]3[C:23]3[C:32]4[C:27](=[CH:28][CH:29]=[CH:30][CH:31]=4)[CH:26]=[CH:25][CH:24]=3)[C:5]2=[CH:4][CH:3]=1. The catalyst class is: 96. (8) Reactant: [C:1]12([C:11](Cl)=[O:12])[CH2:10][CH:5]3[CH2:6][CH:7]([CH2:9][CH:3]([CH2:4]3)[CH2:2]1)[CH2:8]2.[NH2:14][C:15]1[CH:20]=[CH:19][C:18]([C:21]2[NH:22][C:23]([C:26]3[CH:40]=[CH:39][C:29]([C:30]([NH:32][CH:33]4[CH2:38][CH2:37][CH2:36][CH2:35][CH2:34]4)=[O:31])=[CH:28][CH:27]=3)=[CH:24][N:25]=2)=[CH:17][CH:16]=1. Product: [CH:33]1([NH:32][C:30](=[O:31])[C:29]2[CH:28]=[CH:27][C:26]([C:23]3[NH:22][C:21]([C:18]4[CH:17]=[CH:16][C:15]([NH:14][C:11]([C:1]56[CH2:10][CH:5]7[CH2:6][CH:7]([CH2:9][CH:3]([CH2:4]7)[CH2:2]5)[CH2:8]6)=[O:12])=[CH:20][CH:19]=4)=[N:25][CH:24]=3)=[CH:40][CH:39]=2)[CH2:38][CH2:37][CH2:36][CH2:35][CH2:34]1. The catalyst class is: 17.